Dataset: Forward reaction prediction with 1.9M reactions from USPTO patents (1976-2016). Task: Predict the product of the given reaction. (1) Given the reactants Br[C:2]1[N:6]2[N:7]=[C:8]([NH:11][CH2:12][CH2:13][OH:14])[CH:9]=[CH:10][C:5]2=[N:4][CH:3]=1.[CH:15](/B(O)O)=[CH:16]\[CH2:17][CH2:18][CH2:19][CH3:20].[ClH:24], predict the reaction product. The product is: [ClH:24].[CH:15](/[C:2]1[N:6]2[N:7]=[C:8]([NH:11][CH2:12][CH2:13][OH:14])[CH:9]=[CH:10][C:5]2=[N:4][CH:3]=1)=[CH:16]\[CH2:17][CH2:18][CH2:19][CH3:20]. (2) Given the reactants [CH3:1][CH:2]([CH3:17])[CH2:3][NH:4][CH2:5][C:6]1[CH:16]=[CH:15][C:9]2[CH2:10][CH2:11][CH2:12][CH2:13][O:14][C:8]=2[CH:7]=1.[C:18]([O:22][C:23]([N:25]1[CH2:30][CH2:29][O:28][CH:27]([C:31](O)=[O:32])[CH2:26]1)=[O:24])([CH3:21])([CH3:20])[CH3:19].O.ON1C2C=CC=CC=2N=N1.Cl.C(N=C=NCCCN(C)C)C.C(N(CC)CC)C, predict the reaction product. The product is: [CH2:3]([N:4]([CH2:5][C:6]1[CH:16]=[CH:15][C:9]2[CH2:10][CH2:11][CH2:12][CH2:13][O:14][C:8]=2[CH:7]=1)[C:31]([CH:27]1[O:28][CH2:29][CH2:30][N:25]([C:23]([O:22][C:18]([CH3:21])([CH3:20])[CH3:19])=[O:24])[CH2:26]1)=[O:32])[CH:2]([CH3:17])[CH3:1]. (3) Given the reactants [O:1]=[C:2]1[C:11]2[C:6](=[CH:7][CH:8]=[CH:9][CH:10]=2)[C:5]([CH2:12][C:13]2[CH:14]=[C:15]([CH:19]=[CH:20][CH:21]=2)[C:16](O)=[O:17])=[N:4][NH:3]1.[NH:22]1[CH2:32][CH2:31][CH:25]([C:26]([O:28]CC)=[O:27])[CH2:24][CH2:23]1.N1(OC(N(C)C)=[N+](C)C)C2C=CC=CC=2N=N1.C(N(CC)C(C)C)(C)C.[OH-].[Na+], predict the reaction product. The product is: [O:1]=[C:2]1[C:11]2[C:6](=[CH:7][CH:8]=[CH:9][CH:10]=2)[C:5]([CH2:12][C:13]2[CH:14]=[C:15]([CH:19]=[CH:20][CH:21]=2)[C:16]([N:22]2[CH2:23][CH2:24][CH:25]([C:26]([OH:28])=[O:27])[CH2:31][CH2:32]2)=[O:17])=[N:4][NH:3]1. (4) Given the reactants S(=O)(=O)(O)O.[N+:6]([C:9]1[CH:14]=[CH:13][C:12]([CH2:15][C:16]([OH:18])=[O:17])=[CH:11][CH:10]=1)([O-:8])=[O:7].[CH3:19]O, predict the reaction product. The product is: [CH3:19][O:17][C:16](=[O:18])[CH2:15][C:12]1[CH:11]=[CH:10][C:9]([N+:6]([O-:8])=[O:7])=[CH:14][CH:13]=1.